Dataset: Forward reaction prediction with 1.9M reactions from USPTO patents (1976-2016). Task: Predict the product of the given reaction. (1) Given the reactants [H-].[Na+].[CH3:3]S(C)=O.O=[C:8]1[CH2:13][CH2:12][N:11]([C:14]([O:16][C:17]([CH3:20])([CH3:19])[CH3:18])=[O:15])[CH2:10][CH2:9]1.O, predict the reaction product. The product is: [CH2:3]=[C:8]1[CH2:13][CH2:12][N:11]([C:14]([O:16][C:17]([CH3:20])([CH3:19])[CH3:18])=[O:15])[CH2:10][CH2:9]1. (2) Given the reactants Br[C:2]1[CH:3]=[CH:4][C:5]([C:8]2[O:9][C:10]3[CH:16]=[C:15]([O:17][CH2:18][CH:19]4[CH2:21][CH2:20]4)[CH:14]=[CH:13][C:11]=3[N:12]=2)=[N:6][CH:7]=1.[CH3:22][C@H:23]([NH:26][C:27](=[O:33])[O:28][C:29]([CH3:32])([CH3:31])[CH3:30])[C:24]#[CH:25].C(N(CC)CC)C.CN(C=O)C, predict the reaction product. The product is: [CH:19]1([CH2:18][O:17][C:15]2[CH:14]=[CH:13][C:11]3[N:12]=[C:8]([C:5]4[N:6]=[CH:7][C:2]([C:25]#[C:24][C@@H:23]([NH:26][C:27](=[O:33])[O:28][C:29]([CH3:32])([CH3:31])[CH3:30])[CH3:22])=[CH:3][CH:4]=4)[O:9][C:10]=3[CH:16]=2)[CH2:21][CH2:20]1. (3) Given the reactants [NH2:1][C:2]1([CH2:14][OH:15])[CH2:6][CH2:5][N:4]([CH2:7][C:8]2[CH:13]=[CH:12][CH:11]=[CH:10][CH:9]=2)[CH2:3]1.[CH3:16][C:17]([O:20][C:21](O[C:21]([O:20][C:17]([CH3:19])([CH3:18])[CH3:16])=[O:22])=[O:22])([CH3:19])[CH3:18], predict the reaction product. The product is: [CH2:7]([N:4]1[CH2:5][CH2:6][C:2]([NH:1][C:21](=[O:22])[O:20][C:17]([CH3:19])([CH3:18])[CH3:16])([CH2:14][OH:15])[CH2:3]1)[C:8]1[CH:9]=[CH:10][CH:11]=[CH:12][CH:13]=1. (4) Given the reactants ClC(Cl)(Cl)[C:3]([C:5]1[N:14]2[C:8]([CH2:9][N:10]([C:19](=[O:29])[CH2:20][O:21][C:22]3[CH:27]=[CH:26][C:25]([Cl:28])=[CH:24][CH:23]=3)[C:11]3[CH:18]=[CH:17][CH:16]=[CH:15][C:12]=3[CH2:13]2)=[CH:7][CH:6]=1)=[O:4].[CH3:32][C:33]1[CH:34]=[C:35]([CH:38]=[CH:39][CH:40]=1)[CH2:36][NH2:37], predict the reaction product. The product is: [Cl:28][C:25]1[CH:24]=[CH:23][C:22]([O:21][CH2:20][C:19]([N:10]2[C:11]3[CH:18]=[CH:17][CH:16]=[CH:15][C:12]=3[CH2:13][N:14]3[C:5]([C:3]([NH:37][CH2:36][C:35]4[CH:38]=[CH:39][CH:40]=[C:33]([CH3:32])[CH:34]=4)=[O:4])=[CH:6][CH:7]=[C:8]3[CH2:9]2)=[O:29])=[CH:27][CH:26]=1. (5) The product is: [O:14]1[C@H:7]([CH2:6][CH2:5][CH2:10][CH3:9])[CH2:12]1.[O:14]1[CH:7]([CH2:6][CH2:5][CH2:10][CH3:9])[CH2:12]1. Given the reactants C([Mg]Br)=C.[CH:5]1[CH:10]=[C:9](Cl)C=[C:7]([C:12]([O:14]O)=O)[CH:6]=1.FC(F)(OCC(O)CC1OC1)C(F)F.C(O)(=O)C.O, predict the reaction product. (6) Given the reactants [Cl-].[Al+3].[Cl-].[Cl-].[Br:5][CH2:6][C:7](Br)=[O:8].[Cl:10][C:11]1[CH:12]=[C:13]([CH:23]=[CH:24][CH:25]=1)[O:14][C:15]([CH3:22])([CH3:21])[C:16]([O:18][CH2:19][CH3:20])=[O:17], predict the reaction product. The product is: [Br:5][CH2:6][C:7]([C:25]1[CH:24]=[CH:23][C:13]([O:14][C:15]([CH3:21])([CH3:22])[C:16]([O:18][CH2:19][CH3:20])=[O:17])=[CH:12][C:11]=1[Cl:10])=[O:8].